Dataset: Forward reaction prediction with 1.9M reactions from USPTO patents (1976-2016). Task: Predict the product of the given reaction. Given the reactants [CH2:1]([CH:8]1[C:17](=[O:18])[C:16]2[C:11](=[CH:12][C:13]([Cl:19])=[CH:14][CH:15]=2)[O:10][CH:9]1[C@H:20]([N:24]1[CH:28]=[C:27]([CH2:29][N:30]2C(=O)C3=CC=CC=C3C2=O)[N:26]=[C:25]1[C:41]1[CH:46]=[CH:45][C:44]([CH3:47])=[CH:43][CH:42]=1)[CH:21]([CH3:23])[CH3:22])[C:2]1[CH:7]=[CH:6][CH:5]=[CH:4][CH:3]=1.O.NN, predict the reaction product. The product is: [NH2:30][CH2:29][C:27]1[N:26]=[C:25]([C:41]2[CH:46]=[CH:45][C:44]([CH3:47])=[CH:43][CH:42]=2)[N:24]([C@@H:20]([C:9]2[O:10][C:11]3[C:16]([C:17](=[O:18])[C:8]=2[CH2:1][C:2]2[CH:7]=[CH:6][CH:5]=[CH:4][CH:3]=2)=[CH:15][CH:14]=[C:13]([Cl:19])[CH:12]=3)[CH:21]([CH3:23])[CH3:22])[CH:28]=1.